This data is from Full USPTO retrosynthesis dataset with 1.9M reactions from patents (1976-2016). The task is: Predict the reactants needed to synthesize the given product. (1) Given the product [Cl:24][C:14]1[N:13]=[C:12]([F:25])[C:11]2[O:10][C:7]3[C:6]([C@@:17]4([CH2:22][CH2:21][O:20][C:19]([NH2:23])=[N:18]4)[C:16]=2[CH:15]=1)=[CH:5][C:4]([NH2:1])=[CH:9][CH:8]=3, predict the reactants needed to synthesize it. The reactants are: [N:1]([C:4]1[CH:5]=[C:6]2[C@@:17]3([CH2:22][CH2:21][O:20][C:19]([NH2:23])=[N:18]3)[C:16]3[CH:15]=[C:14]([Cl:24])[N:13]=[C:12]([F:25])[C:11]=3[O:10][C:7]2=[CH:8][CH:9]=1)=[N+]=[N-].[BH4-].[Na+].O. (2) Given the product [CH3:15][C:5]1([CH3:16])[C:4]2[CH:3]=[C:2]([B:17]([OH:20])[OH:18])[CH:14]=[CH:13][C:12]=2[C:11]2[C:6]1=[CH:7][CH:8]=[CH:9][CH:10]=2, predict the reactants needed to synthesize it. The reactants are: Br[C:2]1[CH:14]=[CH:13][C:12]2[C:11]3[C:6](=[CH:7][CH:8]=[CH:9][CH:10]=3)[C:5]([CH3:16])([CH3:15])[C:4]=2[CH:3]=1.[B:17](OC)([O:20]C)[O:18]C. (3) Given the product [F:1][C:2]1[CH:3]=[C:4]([NH:8][C:9]([N:11]2[CH2:16][CH2:15][N:14]([C:24]3[NH:33][C:32](=[O:34])[C:31]4[C:26](=[CH:27][CH:28]=[CH:29][CH:30]=4)[N:25]=3)[CH:13]([CH:17]([CH3:18])[CH3:22])[CH2:12]2)=[O:10])[CH:5]=[CH:6][CH:7]=1, predict the reactants needed to synthesize it. The reactants are: [F:1][C:2]1[CH:3]=[C:4]([NH:8][C:9]([N:11]2[CH2:16][CH2:15][NH:14][CH:13]([C:17]3[CH:22]=CC=C[CH:18]=3)[CH2:12]2)=[O:10])[CH:5]=[CH:6][CH:7]=1.Cl[C:24]1[N:33]=[C:32]([OH:34])[C:31]2[C:26](=[CH:27][CH:28]=[CH:29][CH:30]=2)[N:25]=1. (4) The reactants are: [CH3:1][C:2]1[CH:3]=[CH:4][CH:5]=[C:6]2[C:10]=1[N:9]([CH2:11][CH2:12][O:13][CH3:14])[CH:8]=[C:7]2[C:15]([OH:17])=O.Cl.Cl.[F:20][C:21]([F:39])([F:38])[C:22]([NH:24][CH2:25][C:26]1[CH:31]=[CH:30][N:29]=[C:28]([CH:32]2[CH2:37][CH2:36][NH:35][CH2:34][CH2:33]2)[CH:27]=1)=[O:23]. Given the product [F:38][C:21]([F:20])([F:39])[C:22]([NH:24][CH2:25][C:26]1[CH:31]=[CH:30][N:29]=[C:28]([CH:32]2[CH2:33][CH2:34][N:35]([C:15]([C:7]3[C:6]4[C:10](=[C:2]([CH3:1])[CH:3]=[CH:4][CH:5]=4)[N:9]([CH2:11][CH2:12][O:13][CH3:14])[CH:8]=3)=[O:17])[CH2:36][CH2:37]2)[CH:27]=1)=[O:23], predict the reactants needed to synthesize it. (5) Given the product [CH3:1][O:2][C:3](=[O:32])[C@@H:4]([NH:24][C:25]([O:27][C:28]([CH3:30])([CH3:29])[CH3:31])=[O:26])[CH2:5][C:6]1[CH:7]=[CH:8][C:9]([C:12]2[C:17]([O:18][CH3:19])=[CH:16][C:15]([CH:20]=[O:21])=[CH:14][C:13]=2[O:22][CH3:23])=[CH:10][CH:11]=1, predict the reactants needed to synthesize it. The reactants are: [CH3:1][O:2][C:3](=[O:32])[C@@H:4]([NH:24][C:25]([O:27][C:28]([CH3:31])([CH3:30])[CH3:29])=[O:26])[CH2:5][C:6]1[CH:11]=[CH:10][C:9]([C:12]2[C:17]([O:18][CH3:19])=[CH:16][C:15]([CH2:20][OH:21])=[CH:14][C:13]=2[O:22][CH3:23])=[CH:8][CH:7]=1. (6) Given the product [NH2:1][C:2]1[N:3]=[C:4]([Cl:15])[C:5]2[CH2:9][C:10](=[O:12])[N:25]([CH2:24][C:20]3[CH:19]=[C:18]([O:17][CH3:16])[CH:23]=[CH:22][N:21]=3)[C:6]=2[N:7]=1, predict the reactants needed to synthesize it. The reactants are: [NH2:1][C:2]1[N:7]=[C:6](Cl)[C:5]([CH2:9][C:10]([O:12]CC)=O)=[C:4]([Cl:15])[N:3]=1.[CH3:16][O:17][C:18]1[CH:23]=[CH:22][N:21]=[C:20]([CH2:24][NH2:25])[CH:19]=1.CCN(C(C)C)C(C)C.CCCCO. (7) Given the product [O:26]=[C:25]1[C:20]2[C:19](=[CH:24][CH:23]=[CH:22][CH:21]=2)[CH2:27][N:1]1[CH:2]([C:7]1[CH:8]=[C:9]([O:17][CH3:18])[C:10]([O:15][CH3:16])=[C:11]([O:13][CH3:14])[CH:12]=1)[CH2:3][C:4]([OH:6])=[O:5], predict the reactants needed to synthesize it. The reactants are: [NH2:1][CH:2]([C:7]1[CH:12]=[C:11]([O:13][CH3:14])[C:10]([O:15][CH3:16])=[C:9]([O:17][CH3:18])[CH:8]=1)[CH2:3][C:4]([OH:6])=[O:5].[C:19]1([CH:27]=O)[C:20]([CH:25]=[O:26])=[CH:21][CH:22]=[CH:23][CH:24]=1.C(O)(=O)C. (8) Given the product [CH2:1]([N:8]1[CH2:17][CH2:16][C:15]2[C:10](=[N:11][C:12]([NH:37][CH2:36][CH:35]([F:38])[F:34])=[C:13]([N:18]3[CH2:23][CH2:22][CH:21]([O:24][C:25]4[CH:30]=[CH:29][C:28]([F:31])=[CH:27][C:26]=4[F:32])[CH2:20][CH2:19]3)[N:14]=2)[CH2:9]1)[C:2]1[CH:7]=[CH:6][CH:5]=[CH:4][CH:3]=1, predict the reactants needed to synthesize it. The reactants are: [CH2:1]([N:8]1[CH2:17][CH2:16][C:15]2[C:10](=[N:11][C:12](Cl)=[C:13]([N:18]3[CH2:23][CH2:22][CH:21]([O:24][C:25]4[CH:30]=[CH:29][C:28]([F:31])=[CH:27][C:26]=4[F:32])[CH2:20][CH2:19]3)[N:14]=2)[CH2:9]1)[C:2]1[CH:7]=[CH:6][CH:5]=[CH:4][CH:3]=1.[F:34][CH:35]([F:38])[CH2:36][NH2:37].CC(C)([O-])C.[Na+].C1C=CC(P(C2C(C3C(P(C4C=CC=CC=4)C4C=CC=CC=4)=CC=C4C=3C=CC=C4)=C3C(C=CC=C3)=CC=2)C2C=CC=CC=2)=CC=1. (9) Given the product [CH3:1][N:2]([CH3:3])[C:4]1[N:9]=[CH:8][C:7]([NH:11][C:12]2[CH:17]=[CH:16][CH:15]=[CH:14][CH:13]=2)=[CH:6][N:5]=1, predict the reactants needed to synthesize it. The reactants are: [CH3:1][N:2]([C:4]1[N:9]=[CH:8][C:7](Br)=[CH:6][N:5]=1)[CH3:3].[NH2:11][C:12]1[CH:17]=[CH:16][CH:15]=[CH:14][CH:13]=1.